From a dataset of Catalyst prediction with 721,799 reactions and 888 catalyst types from USPTO. Predict which catalyst facilitates the given reaction. (1) Reactant: [F:1][C:2]([F:16])([F:15])[C:3]([CH3:14])([CH3:13])[CH2:4][N:5]1[CH2:10][CH2:9][CH:8]([CH2:11][OH:12])[CH2:7][CH2:6]1.[H-].[Na+].Br[C:20]1[CH:25]=[CH:24][C:23]([Br:26])=[CH:22][N:21]=1. Product: [Br:26][C:23]1[CH:24]=[CH:25][C:20]([O:12][CH2:11][CH:8]2[CH2:9][CH2:10][N:5]([CH2:4][C:3]([CH3:13])([CH3:14])[C:2]([F:1])([F:15])[F:16])[CH2:6][CH2:7]2)=[N:21][CH:22]=1. The catalyst class is: 1. (2) Reactant: Cl[C:2]1[N:7]=[C:6]([C:8]2[CH:13]=[CH:12][CH:11]=[C:10]([C:14]([F:17])([F:16])[F:15])[N:9]=2)[N:5]=[C:4]([NH:18][C@@H:19]([CH:21]2[CH2:23][CH2:22]2)[CH3:20])[N:3]=1.[CH3:24][CH:25]([NH2:29])[CH2:26][CH2:27][CH3:28].[F-].[Cs+].CCN(C(C)C)C(C)C. Product: [CH:21]1([C@H:19]([NH:18][C:4]2[N:3]=[C:2]([NH:29][CH:25]([CH2:26][CH2:27][CH3:28])[CH3:24])[N:7]=[C:6]([C:8]3[CH:13]=[CH:12][CH:11]=[C:10]([C:14]([F:17])([F:16])[F:15])[N:9]=3)[N:5]=2)[CH3:20])[CH2:23][CH2:22]1. The catalyst class is: 1. (3) Reactant: [NH2:1][C:2]1[C:3]([F:25])=[CH:4][C:5]([Cl:24])=[C:6]([CH:23]=1)[O:7][C:8]1[CH:9]=[CH:10][C:11]2[N:12]([CH:14]=[C:15]([NH:17][C:18]([CH:20]3[CH2:22][CH2:21]3)=[O:19])[N:16]=2)[N:13]=1.[CH3:26][N:27]1[C:31]([C:32](Cl)=[O:33])=[CH:30][C:29]([CH3:35])=[N:28]1. Product: [Cl:24][C:5]1[C:6]([O:7][C:8]2[CH:9]=[CH:10][C:11]3[N:12]([CH:14]=[C:15]([NH:17][C:18]([CH:20]4[CH2:21][CH2:22]4)=[O:19])[N:16]=3)[N:13]=2)=[CH:23][C:2]([NH:1][C:32]([C:31]2[N:27]([CH3:26])[N:28]=[C:29]([CH3:35])[CH:30]=2)=[O:33])=[C:3]([F:25])[CH:4]=1. The catalyst class is: 80. (4) Reactant: [CH2:1]([N:8]([CH3:41])[C:9]1[C:14]([CH2:15][CH2:16][O:17][Si](C(C)(C)C)(C)C)=[CH:13][C:12]([N:25]2[CH2:29][C@H:28]([CH2:30][NH:31][C:32](=[O:38])[O:33][C:34]([CH3:37])([CH3:36])[CH3:35])[O:27][C:26]2=[O:39])=[CH:11][C:10]=1[F:40])[C:2]1[CH:7]=[CH:6][CH:5]=[CH:4][CH:3]=1.CCN(CC)CC. Product: [CH2:1]([N:8]([CH3:41])[C:9]1[C:14]([CH2:15][CH2:16][OH:17])=[CH:13][C:12]([N:25]2[CH2:29][C@H:28]([CH2:30][NH:31][C:32](=[O:38])[O:33][C:34]([CH3:35])([CH3:36])[CH3:37])[O:27][C:26]2=[O:39])=[CH:11][C:10]=1[F:40])[C:2]1[CH:3]=[CH:4][CH:5]=[CH:6][CH:7]=1. The catalyst class is: 56. (5) Reactant: CN([CH2:4][C:5]1[C:13]2[C:8](=[CH:9][CH:10]=[C:11]([O:14][CH3:15])[CH:12]=2)[NH:7][C:6]=1[C:16]([O:18][CH2:19][CH3:20])=[O:17])C.[N+:21]([CH2:24][C:25]([O:27][CH2:28][CH3:29])=[O:26])([O-:23])=[O:22]. Product: [CH2:28]([O:27][C:25](=[O:26])[CH:24]([N+:21]([O-:23])=[O:22])[CH2:4][C:5]1[C:13]2[C:8](=[CH:9][CH:10]=[C:11]([O:14][CH3:15])[CH:12]=2)[NH:7][C:6]=1[C:16]([O:18][CH2:19][CH3:20])=[O:17])[CH3:29]. The catalyst class is: 673.